This data is from Forward reaction prediction with 1.9M reactions from USPTO patents (1976-2016). The task is: Predict the product of the given reaction. (1) Given the reactants [F:1][C:2]1[CH:19]=[C:18]([F:20])[CH:17]=[C:16]2[C:3]=1[O:4][CH:5]([C:22]1[CH:27]=[CH:26][C:25]([O:28][CH2:29][CH2:30][N:31]3[CH2:36][CH2:35][CH2:34][CH2:33][CH2:32]3)=[CH:24][CH:23]=1)[C:6]1[C:15]2=[CH:14][CH:13]=[C:12]2[C:7]=1[CH:8]=[CH:9][C:10]([OH:21])=[CH:11]2.[ClH:37].CCOCC, predict the reaction product. The product is: [ClH:37].[F:1][C:2]1[CH:19]=[C:18]([F:20])[CH:17]=[C:16]2[C:3]=1[O:4][CH:5]([C:22]1[CH:23]=[CH:24][C:25]([O:28][CH2:29][CH2:30][N:31]3[CH2:32][CH2:33][CH2:34][CH2:35][CH2:36]3)=[CH:26][CH:27]=1)[C:6]1[C:15]2=[CH:14][CH:13]=[C:12]2[C:7]=1[CH:8]=[CH:9][C:10]([OH:21])=[CH:11]2. (2) Given the reactants C1C2NC=C([O:10][C@@H:11]3[O:16][C@H:15]([CH2:17][OH:18])[C@H:14]([OH:19])[C@H:13]([OH:20])[C@H:12]3[OH:21])C=2C(Cl)=C(Br)C=1, predict the reaction product. The product is: [OH:10][C@@H:11]1[O:16][C@H:15]([CH2:17][OH:18])[C@H:14]([OH:19])[C@H:13]([OH:20])[C@H:12]1[OH:21]. (3) Given the reactants [NH2:1][C:2]1[N:3]=[CH:4][NH:5][C:6](=O)[C:7]=1[NH:8][C:9](=O)[CH3:10].P(Cl)(Cl)([Cl:15])=O, predict the reaction product. The product is: [Cl:15][C:6]1[N:5]=[CH:4][N:3]=[C:2]2[C:7]=1[N:8]=[C:9]([CH3:10])[NH:1]2. (4) Given the reactants [NH2:1][C:2]1[C:7]([CH:8]=O)=[CH:6][N:5]=[C:4]([S:10][CH3:11])[N:3]=1.[Cl:12][C:13]1[C:18]([O:19][CH3:20])=[CH:17][C:16]([O:21][CH3:22])=[CH:15][C:14]=1[CH2:23][C:24](OC)=[O:25].C([O-])([O-])=O.[K+].[K+].O, predict the reaction product. The product is: [Cl:12][C:13]1[C:18]([O:19][CH3:20])=[CH:17][C:16]([O:21][CH3:22])=[CH:15][C:14]=1[C:23]1[C:24](=[O:25])[NH:1][C:2]2[N:3]=[C:4]([S:10][CH3:11])[N:5]=[CH:6][C:7]=2[CH:8]=1. (5) The product is: [C:1]([NH:4][CH:5]([C:11](=[O:13])[CH2:12][Br:14])[C:6]([O:8][CH2:9][CH3:10])=[O:7])(=[O:3])[CH3:2]. Given the reactants [C:1]([NH:4][CH:5]([C:11](=[O:13])[CH3:12])[C:6]([O:8][CH2:9][CH3:10])=[O:7])(=[O:3])[CH3:2].[Br:14]Br.O, predict the reaction product.